From a dataset of Forward reaction prediction with 1.9M reactions from USPTO patents (1976-2016). Predict the product of the given reaction. (1) The product is: [Si:1]([O:8][CH2:9][C@@H:10]1[C@H:14]2[O:15][C:16]([CH3:18])([CH3:19])[O:17][C@H:13]2[C@H:12]([C:20]2[N:28]3[C:23]([C:24]([NH2:29])=[N:25][CH:26]=[N:27]3)=[CH:22][CH:21]=2)[NH:11]1)([C:4]([CH3:7])([CH3:6])[CH3:5])([CH3:3])[CH3:2]. Given the reactants [Si:1]([O:8][CH2:9][C@@H:10]1[C@H:14]2[O:15][C:16]([CH3:19])([CH3:18])[O:17][C@H:13]2[C@H:12]([C:20]2[N:28]3[C:23]([C:24]([NH:29]C(=O)C(C)(C)C)=[N:25][CH:26]=[N:27]3)=[CH:22][CH:21]=2)[NH:11]1)([C:4]([CH3:7])([CH3:6])[CH3:5])([CH3:3])[CH3:2].C([O-])C.[Na+].Cl, predict the reaction product. (2) Given the reactants C[O:2][C:3](=[O:41])[C:4]([O:7][C:8]1[CH:13]=[CH:12][CH:11]=[C:10]([CH:14]2[CH2:40][CH2:39][C:17]3([N:21]([CH2:22][CH2:23][C:24]4[CH:29]=[CH:28][C:27]([Cl:30])=[CH:26][C:25]=4[Cl:31])[C:20](=[O:32])[N:19]([CH2:33][CH:34]4[CH2:37][CH2:36][CH2:35]4)[C:18]3=[O:38])[CH2:16][CH2:15]2)[CH:9]=1)([CH3:6])[CH3:5].O.[OH-].[Li+].O, predict the reaction product. The product is: [CH:34]1([CH2:33][N:19]2[C:18](=[O:38])[C:17]3([CH2:39][CH2:40][CH:14]([C:10]4[CH:9]=[C:8]([CH:13]=[CH:12][CH:11]=4)[O:7][C:4]([CH3:6])([CH3:5])[C:3]([OH:41])=[O:2])[CH2:15][CH2:16]3)[N:21]([CH2:22][CH2:23][C:24]3[CH:29]=[CH:28][C:27]([Cl:30])=[CH:26][C:25]=3[Cl:31])[C:20]2=[O:32])[CH2:35][CH2:36][CH2:37]1. (3) Given the reactants [C:1]([C:3]1[C:4]2[CH:11]=[C:10]([C:12]([F:15])([F:14])[F:13])[CH:9]=[CH:8][C:5]=2[S:6][CH:7]=1)#N.[OH-:16].[Na+].C[OH:19], predict the reaction product. The product is: [F:13][C:12]([F:15])([F:14])[C:10]1[CH:9]=[CH:8][C:5]2[S:6][CH:7]=[C:3]([C:1]([OH:19])=[O:16])[C:4]=2[CH:11]=1.